From a dataset of Forward reaction prediction with 1.9M reactions from USPTO patents (1976-2016). Predict the product of the given reaction. Given the reactants [Br:1][C:2]1[CH:7]=[C:6]([Br:8])[C:5](F)=[CH:4][C:3]=1F.[C:11]1([OH:17])[CH:16]=[CH:15][CH:14]=[CH:13][CH:12]=1.[C:18](=[O:21])([O-])[O-].[K+].[K+], predict the reaction product. The product is: [Br:1][C:2]1[CH:7]=[C:6]([Br:8])[C:5]([O:17][C:11]2[CH:16]=[CH:15][CH:14]=[CH:13][CH:12]=2)=[CH:4][C:3]=1[O:21][C:18]1[CH:6]=[CH:7][CH:2]=[CH:3][CH:4]=1.